From a dataset of Forward reaction prediction with 1.9M reactions from USPTO patents (1976-2016). Predict the product of the given reaction. (1) Given the reactants Cl[Ni:2]Cl.[C:4]([OH:23])(=[O:22])[CH2:5][CH2:6][CH2:7][CH2:8][CH2:9][CH2:10][CH2:11]/[CH:12]=[CH:13]\[CH2:14][CH2:15][CH2:16][CH2:17][CH2:18][CH2:19][CH2:20][CH3:21].[OH-].[Na+], predict the reaction product. The product is: [C:4]([O-:23])(=[O:22])[CH2:5][CH2:6][CH2:7][CH2:8][CH2:9][CH2:10][CH2:11]/[CH:12]=[CH:13]\[CH2:14][CH2:15][CH2:16][CH2:17][CH2:18][CH2:19][CH2:20][CH3:21].[Ni+2:2].[C:4]([O-:23])(=[O:22])[CH2:5][CH2:6][CH2:7][CH2:8][CH2:9][CH2:10][CH2:11]/[CH:12]=[CH:13]\[CH2:14][CH2:15][CH2:16][CH2:17][CH2:18][CH2:19][CH2:20][CH3:21]. (2) Given the reactants [CH2:1]([S:8]([NH:11][C:12]([CH:14]1[CH2:17][N:16]([C:18]2[C:28]([C:29]#[N:30])=[CH:27][C:21]([C:22]([O:24][CH2:25][CH3:26])=[O:23])=[C:20]([CH2:31]Cl)[N:19]=2)[CH2:15]1)=[O:13])(=[O:10])=[O:9])[C:2]1[CH:7]=[CH:6][CH:5]=[CH:4][CH:3]=1.[I-].[Na+].[C:35]([O-:38])(=[O:37])[CH3:36].[Na+], predict the reaction product. The product is: [C:35]([O:38][CH2:31][C:20]1[N:19]=[C:18]([N:16]2[CH2:17][CH:14]([C:12](=[O:13])[NH:11][S:8]([CH2:1][C:2]3[CH:7]=[CH:6][CH:5]=[CH:4][CH:3]=3)(=[O:10])=[O:9])[CH2:15]2)[C:28]([C:29]#[N:30])=[CH:27][C:21]=1[C:22]([O:24][CH2:25][CH3:26])=[O:23])(=[O:37])[CH3:36]. (3) Given the reactants [CH2:1]([C:3]([C:6]1[C:11]2[N:12]([CH3:16])[C:13](=[O:15])[NH:14][C:10]=2[C:9]([C:17]([F:20])([F:19])[F:18])=[CH:8][CH:7]=1)=[CH:4][CH3:5])[CH3:2].[H][H], predict the reaction product. The product is: [CH2:1]([CH:3]([C:6]1[C:11]2[N:12]([CH3:16])[C:13](=[O:15])[NH:14][C:10]=2[C:9]([C:17]([F:18])([F:20])[F:19])=[CH:8][CH:7]=1)[CH2:4][CH3:5])[CH3:2]. (4) The product is: [CH3:23][O:24][C:25]1[CH:40]=[C:39]([O:41][CH3:42])[CH:38]=[CH:37][C:26]=1[CH2:27][NH:28][C:29]1[CH:34]=[C:33]([F:35])[CH:32]=[CH:31][C:30]=1[NH:36][C:2]1[N:7]=[C:6]([NH:8][C@H:9]2[C:18]3[C:13](=[C:14]([F:19])[CH:15]=[CH:16][CH:17]=3)[O:12][CH2:11][CH2:10]2)[C:5]([N+:20]([O-:22])=[O:21])=[CH:4][N:3]=1. Given the reactants Cl[C:2]1[N:7]=[C:6]([NH:8][C@H:9]2[C:18]3[C:13](=[C:14]([F:19])[CH:15]=[CH:16][CH:17]=3)[O:12][CH2:11][CH2:10]2)[C:5]([N+:20]([O-:22])=[O:21])=[CH:4][N:3]=1.[CH3:23][O:24][C:25]1[CH:40]=[C:39]([O:41][CH3:42])[CH:38]=[CH:37][C:26]=1[CH2:27][NH:28][C:29]1[C:30]([NH2:36])=[CH:31][CH:32]=[C:33]([F:35])[CH:34]=1, predict the reaction product. (5) Given the reactants Cl[C:2]1[CH:3]=[C:4]2[N:11]([CH2:12][CH3:13])[C:10]([CH3:15])([CH3:14])[CH2:9][N:5]2[C:6](=[O:8])[N:7]=1.[F:16][C:17]1[CH:18]=[C:19]([CH2:24][OH:25])[CH:20]=[C:21]([F:23])[CH:22]=1, predict the reaction product. The product is: [F:16][C:17]1[CH:18]=[C:19]([CH:20]=[C:21]([F:23])[CH:22]=1)[CH2:24][O:25][C:2]1[CH:3]=[C:4]2[N:11]([CH2:12][CH3:13])[C:10]([CH3:15])([CH3:14])[CH2:9][N:5]2[C:6](=[O:8])[N:7]=1. (6) Given the reactants [Cl:1][C:2]1[CH:3]=[C:4]([CH:7]=[C:8]([Cl:17])[C:9]=1[O:10][C:11]1[CH:16]=[CH:15][CH:14]=[CH:13][CH:12]=1)[CH2:5][OH:6].[Cr](Cl)([O-])(=O)=O.[NH+]1C=CC=CC=1.[O-][Si]([O-])=O.[Mg+2].[CH2:34]([O:36]CC)C, predict the reaction product. The product is: [Cl:1][C:2]1[CH:3]=[C:4]([CH:7]=[C:8]([Cl:17])[C:9]=1[O:10][C:11]1[CH:16]=[CH:15][C:14]([O:36][CH3:34])=[CH:13][CH:12]=1)[CH:5]=[O:6].